This data is from Forward reaction prediction with 1.9M reactions from USPTO patents (1976-2016). The task is: Predict the product of the given reaction. Given the reactants [Cl:1][C:2]1[CH:3]=[C:4]([NH:17][C:18]2[C:19]3[N:26]([CH2:27][C:28]4[O:32][C:31]([C:33]([O:35]CC)=[O:34])=[CH:30][CH:29]=4)[CH:25]=[CH:24][C:20]=3[N:21]=[CH:22][N:23]=2)[CH:5]=[CH:6][C:7]=1[O:8][CH2:9][C:10]1[CH:15]=[CH:14][CH:13]=[C:12]([F:16])[CH:11]=1.O1CCCC1.[OH-].[Na+].Cl, predict the reaction product. The product is: [Cl:1][C:2]1[CH:3]=[C:4]([NH:17][C:18]2[C:19]3[N:26]([CH2:27][C:28]4[O:32][C:31]([C:33]([OH:35])=[O:34])=[CH:30][CH:29]=4)[CH:25]=[CH:24][C:20]=3[N:21]=[CH:22][N:23]=2)[CH:5]=[CH:6][C:7]=1[O:8][CH2:9][C:10]1[CH:15]=[CH:14][CH:13]=[C:12]([F:16])[CH:11]=1.